Binary Classification. Given a drug SMILES string, predict its activity (active/inactive) in a high-throughput screening assay against a specified biological target. From a dataset of SARS-CoV-2 main protease (3CLPro) crystallographic fragment screen with 879 compounds. The result is 0 (inactive). The drug is Cl.OC1CNC1.